This data is from Reaction yield outcomes from USPTO patents with 853,638 reactions. The task is: Predict the reaction yield, written as a fraction of the theoretical maximum amount of product (1.0 means a 100% yield; for example, 0.34 means a 34% yield). (1) The catalyst is CN(C=O)C. The yield is 0.340. The reactants are [NH2:1][C:2]1[N:7]([CH3:8])[C:6](=[O:9])[CH:5]=[C:4]([CH2:10][CH2:11][C:12]2[CH:13]=[C:14]([C:18]3[CH:23]=[CH:22][C:21]([OH:24])=[CH:20][CH:19]=3)[CH:15]=[CH:16][CH:17]=2)[N:3]=1.C([O-])([O-])=O.[K+].[K+].Br[CH2:32][CH2:33][O:34][C:35](=[O:37])[CH3:36]. The product is [C:35]([O:34][CH2:33][CH2:32][O:24][C:21]1[CH:20]=[CH:19][C:18]([C:14]2[CH:15]=[CH:16][CH:17]=[C:12]([CH2:11][CH2:10][C:4]3[N:3]=[C:2]([NH2:1])[N:7]([CH3:8])[C:6](=[O:9])[CH:5]=3)[CH:13]=2)=[CH:23][CH:22]=1)(=[O:37])[CH3:36]. (2) The reactants are Cl.[N+:2]([C:5]1[C:6]([NH:11][CH:12]2[CH2:17][CH2:16][NH:15][CH2:14][CH2:13]2)=[N:7][CH:8]=[CH:9][CH:10]=1)([O-:4])=[O:3].Cl[C:19]1[S:20][C:21]2[CH:27]=[CH:26][CH:25]=[CH:24][C:22]=2[N:23]=1. The catalyst is CN1CCCC1.O. The product is [S:20]1[C:21]2[CH:27]=[CH:26][CH:25]=[CH:24][C:22]=2[N:23]=[C:19]1[N:15]1[CH2:16][CH2:17][CH:12]([NH:11][C:6]2[C:5]([N+:2]([O-:4])=[O:3])=[CH:10][CH:9]=[CH:8][N:7]=2)[CH2:13][CH2:14]1. The yield is 0.338. (3) The product is [Br:1][C:2]1[CH:29]=[CH:28][C:5]2[C:6]3[N:7]([CH:11]=[C:12]([C:14]4[N:38]([C:33]5[CH:34]=[CH:35][CH:36]=[CH:37][C:32]=5[Cl:31])[N:39]=[C:17]([NH:18][C:19](=[O:20])[OH:21])[N:16]=4)[N:13]=3)[CH2:8][CH2:9][O:10][C:4]=2[CH:3]=1. The reactants are [Br:1][C:2]1[CH:29]=[CH:28][C:5]2[C:6]3[N:7]([CH:11]=[C:12]([C:14]([N:16]=[C:17](SC)[NH:18][C:19]([O:21]C(C)(C)C)=[O:20])=O)[N:13]=3)[CH2:8][CH2:9][O:10][C:4]=2[CH:3]=1.Cl.[Cl:31][C:32]1[CH:37]=[CH:36][CH:35]=[CH:34][C:33]=1[NH:38][NH2:39]. The yield is 0.600. The catalyst is CC(O)=O. (4) The reactants are [CH:1]([C@@H:14]1[CH2:20][C@H:19]2[C@H:17]([O:18]2)[CH2:16][O:15]1)([C:8]1[CH:13]=[CH:12][CH:11]=[CH:10][CH:9]=1)[C:2]1[CH:7]=[CH:6][CH:5]=[CH:4][CH:3]=1.[CH2:21]([NH2:28])[C:22]1[CH:27]=[CH:26][CH:25]=[CH:24][CH:23]=1. No catalyst specified. The product is [CH:1]([C@H:14]1[O:15][CH2:16][C@@H:17]([OH:18])[C@H:19]([NH:28][CH2:21][C:22]2[CH:27]=[CH:26][CH:25]=[CH:24][CH:23]=2)[CH2:20]1)([C:8]1[CH:9]=[CH:10][CH:11]=[CH:12][CH:13]=1)[C:2]1[CH:3]=[CH:4][CH:5]=[CH:6][CH:7]=1. The yield is 0.860. (5) The reactants are F[P-](F)(F)(F)(F)F.N1(OC(N(C)C)=[N+](C)C)C2N=CC=CC=2N=N1.[F:25][C:26]1[CH:34]=[CH:33][CH:32]=[CH:31][C:27]=1[C:28]([OH:30])=O.CCN(C(C)C)C(C)C.[O:44]([CH2:51][C:52]1[CH:60]=[C:55]2[CH2:56][NH:57][CH2:58][CH2:59][N:54]2[N:53]=1)[C:45]1[CH:50]=[CH:49][CH:48]=[CH:47][CH:46]=1. The catalyst is CN(C=O)C.[NH4+].[Cl-]. The product is [F:25][C:26]1[CH:34]=[CH:33][CH:32]=[CH:31][C:27]=1[C:28]([N:57]1[CH2:58][CH2:59][N:54]2[N:53]=[C:52]([CH2:51][O:44][C:45]3[CH:46]=[CH:47][CH:48]=[CH:49][CH:50]=3)[CH:60]=[C:55]2[CH2:56]1)=[O:30]. The yield is 0.410. (6) The reactants are [CH2:1]([N:8]1[CH2:17][CH2:16][C:15]2[C:10](=[N:11][C:12](Cl)=[C:13]([NH:18][CH:19]([CH3:21])[CH3:20])[N:14]=2)[CH2:9]1)[C:2]1[CH:7]=[CH:6][CH:5]=[CH:4][CH:3]=1.Cl.[F:24][C:25]1[CH:30]=[CH:29][CH:28]=[CH:27][C:26]=1[S:31]([CH:34]1[CH2:39][CH2:38][NH:37][CH2:36][CH2:35]1)(=[O:33])=[O:32].CC(C)([O-])C.[Na+].C1C=CC(P(C2C(C3C(P(C4C=CC=CC=4)C4C=CC=CC=4)=CC=C4C=3C=CC=C4)=C3C(C=CC=C3)=CC=2)C2C=CC=CC=2)=CC=1. The product is [CH2:1]([N:8]1[CH2:17][CH2:16][C:15]2[C:10](=[N:11][C:12]([N:37]3[CH2:36][CH2:35][CH:34]([S:31]([C:26]4[CH:27]=[CH:28][CH:29]=[CH:30][C:25]=4[F:24])(=[O:33])=[O:32])[CH2:39][CH2:38]3)=[C:13]([NH:18][CH:19]([CH3:21])[CH3:20])[N:14]=2)[CH2:9]1)[C:2]1[CH:7]=[CH:6][CH:5]=[CH:4][CH:3]=1. The yield is 0.423. The catalyst is C1(C)C=CC=CC=1.C1C=CC(/C=C/C(/C=C/C2C=CC=CC=2)=O)=CC=1.C1C=CC(/C=C/C(/C=C/C2C=CC=CC=2)=O)=CC=1.C1C=CC(/C=C/C(/C=C/C2C=CC=CC=2)=O)=CC=1.[Pd].[Pd].